This data is from Full USPTO retrosynthesis dataset with 1.9M reactions from patents (1976-2016). The task is: Predict the reactants needed to synthesize the given product. (1) Given the product [CH3:13][C:12]([CH3:15])([CH3:14])[C:11]([C:10]1[C:4]2[C:5](=[N:6][CH:7]=[C:2]([N:26]([CH3:25])[C:27]3[CH:32]=[CH:31][CH:30]=[CH:29][CH:28]=3)[N:3]=2)[N:8]([CH2:17][O:18][CH2:19][CH2:20][Si:21]([CH3:24])([CH3:23])[CH3:22])[CH:9]=1)=[O:16], predict the reactants needed to synthesize it. The reactants are: Br[C:2]1[N:3]=[C:4]2[C:10]([C:11](=[O:16])[C:12]([CH3:15])([CH3:14])[CH3:13])=[CH:9][N:8]([CH2:17][O:18][CH2:19][CH2:20][Si:21]([CH3:24])([CH3:23])[CH3:22])[C:5]2=[N:6][CH:7]=1.[CH3:25][NH:26][C:27]1[CH:32]=[CH:31][CH:30]=[CH:29][CH:28]=1.C1C=CC(P(C2C(C3C(P(C4C=CC=CC=4)C4C=CC=CC=4)=CC=C4C=3C=CC=C4)=C3C(C=CC=C3)=CC=2)C2C=CC=CC=2)=CC=1.C(=O)([O-])[O-].[Cs+].[Cs+]. (2) Given the product [OH:30][CH:31]([C:45]1[CH:50]=[CH:49][C:48]([C:51]2[N:53]=[C:16]([C:10]3[O:9][N:8]=[C:7]([C:2]4[CH:3]=[CH:4][CH:5]=[CH:6][N:1]=4)[C:11]=3[C:12]([F:13])([F:14])[F:15])[O:18][N:52]=2)=[CH:47][CH:46]=1)[CH2:32][N:33]1[CH2:38][CH2:37][CH2:36][C@H:35]([CH2:39][C:40]([O:42][CH2:43][CH3:44])=[O:41])[CH2:34]1, predict the reactants needed to synthesize it. The reactants are: [N:1]1[CH:6]=[CH:5][CH:4]=[CH:3][C:2]=1[C:7]1[C:11]([C:12]([F:15])([F:14])[F:13])=[C:10]([C:16]([OH:18])=O)[O:9][N:8]=1.CN(C=O)C.C(Cl)(=O)C(Cl)=O.[OH:30][CH:31]([C:45]1[CH:50]=[CH:49][C:48](/[C:51](=[N:53]/O)/[NH2:52])=[CH:47][CH:46]=1)[CH2:32][N:33]1[CH2:38][CH2:37][CH2:36][C@H:35]([CH2:39][C:40]([O:42][CH2:43][CH3:44])=[O:41])[CH2:34]1. (3) Given the product [CH2:11]([C:18]1[C:7]2[C:6](=[CH:5][CH:4]=[C:3]([Br:2])[CH:8]=2)[NH:9][C:19]=1[CH3:20])[C:12]1[CH:17]=[CH:16][CH:15]=[CH:14][CH:13]=1, predict the reactants needed to synthesize it. The reactants are: Cl.[Br:2][C:3]1[CH:8]=[CH:7][C:6]([NH:9]N)=[CH:5][CH:4]=1.[CH2:11]([CH2:18][C:19](=O)[CH3:20])[C:12]1[CH:17]=[CH:16][CH:15]=[CH:14][CH:13]=1. (4) Given the product [Cl:1][C:2]1[CH:7]=[CH:6][CH:5]=[C:4]([F:8])[C:3]=1[C:9](=[N:10][NH:11][C:12]1[CH:17]=[CH:16][C:15]([I:18])=[CH:14][CH:13]=1)[NH2:20], predict the reactants needed to synthesize it. The reactants are: [Cl:1][C:2]1[CH:7]=[CH:6][CH:5]=[C:4]([F:8])[C:3]=1[C:9](Cl)=[N:10][NH:11][C:12]1[CH:17]=[CH:16][C:15]([I:18])=[CH:14][CH:13]=1.[NH3:20]. (5) Given the product [C:1]([N:4]1[CH2:9][CH2:8][CH:7]([N:10]([C@H:22]2[CH2:27][CH2:26][C@H:25]([CH3:28])[CH2:24][CH2:23]2)[C:11]([NH:13][C:14]2[S:15][C:16]([S:19][CH2:46][CH2:45][N:37]3[CH2:43][CH2:42][CH2:41][CH2:40][CH2:39][CH2:38]3)=[CH:17][N:18]=2)=[O:12])[CH2:6][CH2:5]1)(=[O:3])[CH3:2], predict the reactants needed to synthesize it. The reactants are: [C:1]([N:4]1[CH2:9][CH2:8][CH:7]([N:10]([C@H:22]2[CH2:27][CH2:26][C@H:25]([CH3:28])[CH2:24][CH2:23]2)[C:11]([NH:13][C:14]2[S:15][C:16]([S:19]C#N)=[CH:17][N:18]=2)=[O:12])[CH2:6][CH2:5]1)(=[O:3])[CH3:2].SC[C@@H]([C@@H](CS)O)O.[N:37](=[CH:45][CH2:46]Cl)[CH2:38][CH2:39][CH2:40][CH2:41][CH2:42][CH2:43]Cl. (6) Given the product [CH2:19]([C:15]1[N:14]=[C:13]([NH2:12])[CH:18]=[CH:17][CH:16]=1)[CH3:26], predict the reactants needed to synthesize it. The reactants are: C(OC(=O)C(=C[NH:12][C:13]1[CH:18]=[CH:17][CH:16]=[C:15]([CH3:19])[N:14]=1)C(OCC)=O)C.Cl.NO.[OH-].[Na+].[CH2:26](Cl)Cl. (7) Given the product [C:7]1([C:1]2[CH:6]=[CH:5][CH:4]=[CH:3][CH:2]=2)[CH:14]=[CH:13][C:10]([CH:11]=[N:19][NH:18][C:20]2[N:25]([CH2:26][C:27]3[CH:32]=[CH:31][C:30]([O:33][CH3:34])=[CH:29][CH:28]=3)[C:24](=[O:35])[N:23]([CH3:36])[C:22](=[O:37])[CH:21]=2)=[CH:9][CH:8]=1, predict the reactants needed to synthesize it. The reactants are: [C:1]1([C:7]2[CH:14]=[CH:13][C:10]([CH:11]=O)=[CH:9][CH:8]=2)[CH:6]=[CH:5][CH:4]=[CH:3][CH:2]=1.C(=O)=O.[NH:18]([C:20]1[N:25]([CH2:26][C:27]2[CH:32]=[CH:31][C:30]([O:33][CH3:34])=[CH:29][CH:28]=2)[C:24](=[O:35])[N:23]([CH3:36])[C:22](=[O:37])[CH:21]=1)[NH2:19]. (8) Given the product [Cl:1][C:2]1[CH:7]=[CH:6][C:5]([NH:16][CH:14]2[CH2:15][S:12][CH2:13]2)=[C:4]([N+:9]([O-:11])=[O:10])[CH:3]=1, predict the reactants needed to synthesize it. The reactants are: [Cl:1][C:2]1[CH:7]=[CH:6][C:5](F)=[C:4]([N+:9]([O-:11])=[O:10])[CH:3]=1.[S:12]1[CH2:15][CH:14]([NH2:16])[CH2:13]1.C(=O)([O-])[O-].[K+].[K+]. (9) Given the product [Br:11][CH:12]([CH2:16][CH2:17][CH2:18][Br:19])[C:13]([N:2]([CH3:3])[CH3:1])=[O:14], predict the reactants needed to synthesize it. The reactants are: [CH3:1][NH:2][CH3:3].CCN(CC)CC.[Br:11][CH:12]([CH2:16][CH2:17][CH2:18][Br:19])[C:13](Cl)=[O:14]. (10) Given the product [CH2:20]([C:3]([C:4]1[CH:9]=[CH:8][C:7]([F:10])=[CH:6][CH:5]=1)=[CH:12][CH3:13])[CH3:21], predict the reactants needed to synthesize it. The reactants are: CO[C:3](=O)[C:4]1[CH:9]=[CH:8][C:7]([F:10])=[CH:6][CH:5]=1.[CH2:12]([Mg]Br)[CH3:13].B(F)(F)F.[CH3:20][CH2:21]OCC.